Dataset: Full USPTO retrosynthesis dataset with 1.9M reactions from patents (1976-2016). Task: Predict the reactants needed to synthesize the given product. (1) Given the product [Cl:1][C:2]1[CH:3]=[CH:4][C:5]([CH2:6][N:7]2[C:16]3[C:11](=[CH:12][CH:13]=[CH:14][CH:15]=3)[CH:10]=[C:9]([CH:17]=[C:26]3[S:22][C:23](=[O:28])[NH:24][C:25]3=[O:27])[C:8]2=[O:19])=[CH:20][CH:21]=1, predict the reactants needed to synthesize it. The reactants are: [Cl:1][C:2]1[CH:21]=[CH:20][C:5]([CH2:6][N:7]2[C:16]3[C:11](=[CH:12][CH:13]=[CH:14][CH:15]=3)[CH:10]=[C:9]([CH:17]=O)[C:8]2=[O:19])=[CH:4][CH:3]=1.[S:22]1[CH2:26][C:25](=[O:27])[NH:24][C:23]1=[O:28]. (2) Given the product [F:27][C:9]1[C:10]2[O:14][N:13]=[C:12]([C:15]3[CH:20]=[CH:19][N:18]=[C:17]([S:21][CH3:22])[N:16]=3)[C:11]=2[CH:23]=[C:24]2[C:8]=1[N:6]1[CH2:7][C@@H:2]([CH3:1])[O:3][C@@H:4]([CH3:28])[C@@H:5]1[C:38]1([C:32](=[O:36])[NH:33][C:34](=[O:35])[NH:29][C:30]1=[O:37])[CH2:25]2, predict the reactants needed to synthesize it. The reactants are: [CH3:1][C@@H:2]1[CH2:7][N:6]([C:8]2[C:24]([CH:25]=O)=[CH:23][C:11]3[C:12]([C:15]4[CH:20]=[CH:19][N:18]=[C:17]([S:21][CH3:22])[N:16]=4)=[N:13][O:14][C:10]=3[C:9]=2[F:27])[CH2:5][C@@H:4]([CH3:28])[O:3]1.[NH:29]1[C:34](=[O:35])[NH:33][C:32](=[O:36])N[C:30]1=[O:37].[CH3:38]CO. (3) Given the product [I:1][C:2]1[C:3]2[C:4](=[CH:8][N:9]([CH2:12][CH2:13][C:14]([CH3:17])([OH:16])[CH3:15])[N:10]=2)[N:5]=[CH:6][CH:7]=1.[I:1][C:2]1[CH:7]=[CH:6][N:5]=[C:4]2[CH:8]=[N:9][N:10]([CH2:12][CH2:13][C:14]([CH3:17])([OH:16])[CH3:15])[C:3]=12, predict the reactants needed to synthesize it. The reactants are: [I:1][C:2]1[C:3]2[C:4](=[CH:8][NH:9][N:10]=2)[N:5]=[CH:6][CH:7]=1.Br[CH2:12][CH2:13][C:14]([CH3:17])([OH:16])[CH3:15].C([O-])([O-])=O.[Cs+].[Cs+]. (4) Given the product [Br:1][C:2]1[C:10]2[C:5](=[CH:6][CH:7]=[CH:8][C:9]=2[C:11]2[CH:16]=[CH:15][CH:14]=[CH:13][C:12]=2[CH3:17])[N:4]([CH2:23][CH2:24][CH2:25][O:26][C:27]2[C:36]3[C:31](=[CH:32][CH:33]=[CH:34][CH:35]=3)[CH:30]=[CH:29][CH:28]=2)[C:3]=1[C:18]([O:20][CH3:21])=[O:19], predict the reactants needed to synthesize it. The reactants are: [Br:1][C:2]1[C:10]2[C:5](=[CH:6][CH:7]=[CH:8][C:9]=2[C:11]2[CH:16]=[CH:15][CH:14]=[CH:13][C:12]=2[CH3:17])[NH:4][C:3]=1[C:18]([O:20][CH3:21])=[O:19].Br[CH2:23][CH2:24][CH2:25][O:26][C:27]1[C:36]2[C:31](=[CH:32][CH:33]=[CH:34][CH:35]=2)[CH:30]=[CH:29][CH:28]=1.C(=O)([O-])[O-].[Cs+].[Cs+]. (5) Given the product [CH3:35][N:36]1[S:37](=[O:39])(=[O:38])[NH:15][C:16]2[C:25]3[C:20](=[CH:21][CH:22]=[CH:23][N:24]=3)[CH:19]=[CH:18][C:17]=2[CH:26]1[C:28]1[CH:33]=[CH:32][C:31]([CH3:34])=[CH:30][CH:29]=1, predict the reactants needed to synthesize it. The reactants are: ClC1C(N)=C2C(C(OC)=CC=N2)=CC=1.[NH2:15][C:16]1[C:17]([C:26]([C:28]2[CH:33]=[CH:32][C:31]([CH3:34])=[CH:30][CH:29]=2)=O)=[CH:18][CH:19]=[C:20]2[C:25]=1[N:24]=[CH:23][CH:22]=[CH:21]2.[CH3:35][NH:36][S:37](Cl)(=[O:39])=[O:38].[BH4-].[Na+]. (6) Given the product [O:5]1[CH2:4][CH:3]1[CH2:1][O:20][C:17]1[CH:18]=[CH:19][C:14]([C:12]#[N:13])=[CH:15][CH:16]=1, predict the reactants needed to synthesize it. The reactants are: [CH2:1]([CH:3]1[O:5][CH2:4]1)Cl.C([O-])([O-])=O.[K+].[K+].[C:12]([C:14]1[CH:19]=[CH:18][C:17]([OH:20])=[CH:16][CH:15]=1)#[N:13].